Dataset: Full USPTO retrosynthesis dataset with 1.9M reactions from patents (1976-2016). Task: Predict the reactants needed to synthesize the given product. (1) Given the product [Cl:1][C:2]1[N:7]=[C:6]([NH:16][NH2:17])[CH:5]=[C:4]([C:9]2[CH:14]=[CH:13][CH:12]=[CH:11][CH:10]=2)[N:3]=1, predict the reactants needed to synthesize it. The reactants are: [Cl:1][C:2]1[N:7]=[C:6](Cl)[CH:5]=[C:4]([C:9]2[CH:14]=[CH:13][CH:12]=[CH:11][CH:10]=2)[N:3]=1.O.[NH2:16][NH2:17]. (2) Given the product [CH2:28]([O:35][C:36]1[CH:37]=[C:38]2[C:42](=[CH:43][CH:44]=1)[NH:41][CH:40]=[C:39]2[C:45](=[O:64])[CH2:46][CH2:47][CH:48]1[CH2:53][CH2:52][NH:51][CH2:50][CH2:49]1)[C:29]1[CH:30]=[CH:31][CH:32]=[CH:33][CH:34]=1, predict the reactants needed to synthesize it. The reactants are: Cl.C(OC1C=C2C(=CC=1)NC=C2C(=O)CC1CCNCC1)C1C=CC=CC=1.[CH2:28]([O:35][C:36]1[CH:37]=[C:38]2[C:42](=[CH:43][CH:44]=1)[NH:41][CH:40]=[C:39]2[C:45](=[O:64])[CH2:46][CH2:47][CH:48]1[CH2:53][CH2:52][N:51](C(OCC2C=CC=CC=2)=O)[CH2:50][CH2:49]1)[C:29]1[CH:34]=[CH:33][CH:32]=[CH:31][CH:30]=1. (3) Given the product [Cl:1][C:2]1[CH:3]=[CH:4][C:5]([C@H:8]2[N:15]3[C:11]([S:12][C:13]([C:19]([N:31]([CH3:30])[CH:32]4[CH2:35][N:34]([CH3:36])[CH2:33]4)=[O:20])=[C:14]3[CH:16]([CH3:17])[CH3:18])=[N:10][C@:9]2([C:23]2[CH:24]=[CH:25][C:26]([Cl:29])=[CH:27][CH:28]=2)[CH3:22])=[CH:6][CH:7]=1, predict the reactants needed to synthesize it. The reactants are: [Cl:1][C:2]1[CH:7]=[CH:6][C:5]([C@H:8]2[N:15]3[C:11]([S:12][C:13]([C:19](O)=[O:20])=[C:14]3[CH:16]([CH3:18])[CH3:17])=[N:10][C@:9]2([C:23]2[CH:28]=[CH:27][C:26]([Cl:29])=[CH:25][CH:24]=2)[CH3:22])=[CH:4][CH:3]=1.[CH3:30][NH:31][CH:32]1[CH2:35][N:34]([CH3:36])[CH2:33]1.